Dataset: Reaction yield outcomes from USPTO patents with 853,638 reactions. Task: Predict the reaction yield, written as a fraction of the theoretical maximum amount of product (1.0 means a 100% yield; for example, 0.34 means a 34% yield). (1) The reactants are [NH2:1][CH:2]1[CH2:7][CH2:6][N:5]([CH2:8][CH2:9][N:10]2[C:15]3[CH:16]=[C:17]([F:21])[CH:18]=[C:19]([F:20])[C:14]=3[O:13][CH2:12][C:11]2=[O:22])[CH2:4][CH2:3]1.[O:23]=[C:24]1[CH2:29][O:28][C:27]2[CH:30]=[CH:31][C:32]([CH:34]=O)=[N:33][C:26]=2[NH:25]1.C([BH3-])#N.[Na+]. No catalyst specified. The product is [F:21][C:17]1[CH:18]=[C:19]([F:20])[C:14]2[O:13][CH2:12][C:11](=[O:22])[N:10]([CH2:9][CH2:8][N:5]3[CH2:4][CH2:3][CH:2]([NH:1][CH2:34][C:32]4[CH:31]=[CH:30][C:27]5[O:28][CH2:29][C:24](=[O:23])[NH:25][C:26]=5[N:33]=4)[CH2:7][CH2:6]3)[C:15]=2[CH:16]=1. The yield is 0.0800. (2) The reactants are [Br:1][C:2]1[CH:7]=[C:6]([CH2:8][CH3:9])[CH:5]=[CH:4][C:3]=1[CH2:10][CH:11]([CH3:15])[C:12](O)=[O:13].S(Cl)([Cl:18])=O. No catalyst specified. The product is [Br:1][C:2]1[CH:7]=[C:6]([CH2:8][CH3:9])[CH:5]=[CH:4][C:3]=1[CH2:10][CH:11]([CH3:15])[C:12]([Cl:18])=[O:13]. The yield is 0.830.